From a dataset of Forward reaction prediction with 1.9M reactions from USPTO patents (1976-2016). Predict the product of the given reaction. (1) Given the reactants [O:1]=[C:2]1[CH2:7][CH2:6][N:5]([C:8]([O:10][CH2:11][C:12]2[CH:17]=[CH:16][CH:15]=[CH:14][CH:13]=2)=[O:9])[CH2:4][CH2:3]1.[CH3:18][Si:19](Cl)([CH3:21])[CH3:20].C(N(CC)CC)C, predict the reaction product. The product is: [CH3:18][Si:19]([CH3:21])([CH3:20])[O:1][C:2]1[CH2:7][CH2:6][N:5]([C:8]([O:10][CH2:11][C:12]2[CH:17]=[CH:16][CH:15]=[CH:14][CH:13]=2)=[O:9])[CH2:4][CH:3]=1. (2) Given the reactants [Cl:1][C:2]1[CH:7]=[CH:6][C:5]([C:8]2[C:17]3[C:12](=[CH:13][CH:14]=[C:15]([C:18]([OH:20])=O)[CH:16]=3)[CH:11]=[N:10][CH:9]=2)=[CH:4][CH:3]=1.F[B-](F)(F)F.N1(OC(N(C)C)=[N+](C)C)C2C=CC=CC=2N=N1.C(N(CC)C(C)C)(C)C.[CH:52]1([CH2:55][NH:56][CH3:57])[CH2:54][CH2:53]1, predict the reaction product. The product is: [Cl:1][C:2]1[CH:7]=[CH:6][C:5]([C:8]2[C:17]3[C:12](=[CH:13][CH:14]=[C:15]([C:18]([N:56]([CH2:55][CH:52]4[CH2:54][CH2:53]4)[CH3:57])=[O:20])[CH:16]=3)[CH:11]=[N:10][CH:9]=2)=[CH:4][CH:3]=1. (3) Given the reactants [F:1][C:2]1[C:23]([F:24])=[C:22]([N:25]2[CH:29]=[CH:28][CH:27]=[N:26]2)[CH:21]=[CH:20][C:3]=1[O:4][CH2:5][C@@H:6]1[C@@H:11]([NH:12][C:13](=[O:19])[O:14][C:15]([CH3:18])([CH3:17])[CH3:16])[CH2:10][CH2:9][O:8][CH2:7]1.C1C(=O)N([Cl:37])C(=O)C1, predict the reaction product. The product is: [Cl:37][C:28]1[CH:27]=[N:26][N:25]([C:22]2[CH:21]=[CH:20][C:3]([O:4][CH2:5][C@@H:6]3[C@@H:11]([NH:12][C:13](=[O:19])[O:14][C:15]([CH3:18])([CH3:17])[CH3:16])[CH2:10][CH2:9][O:8][CH2:7]3)=[C:2]([F:1])[C:23]=2[F:24])[CH:29]=1. (4) Given the reactants [F:1][C:2]1[CH:7]=[CH:6][C:5]([NH:8][CH:9]=[O:10])=[CH:4][C:3]=1[N+:11]([O-:13])=[O:12].C(=O)([O-])[O-].[K+].[K+].Br[CH:21]([C:23](=[O:25])[CH3:24])[CH3:22], predict the reaction product. The product is: [F:1][C:2]1[CH:7]=[CH:6][C:5]([N:8]([CH:21]([CH3:22])[C:23](=[O:25])[CH3:24])[CH:9]=[O:10])=[CH:4][C:3]=1[N+:11]([O-:13])=[O:12]. (5) The product is: [ClH:38].[CH3:1][O:2][C:3]1[CH:8]=[CH:7][C:6]([CH:9]=[C:10]([CH3:25])[C:11](=[O:24])[C:12]2[CH:17]=[C:16]([O:18][CH3:19])[C:15]([O:20][CH3:21])=[C:14]([O:22][CH3:23])[CH:13]=2)=[CH:5][C:4]=1[NH:26][C:27](=[O:37])[CH2:28][NH2:29]. Given the reactants [CH3:1][O:2][C:3]1[CH:8]=[CH:7][C:6]([CH:9]=[C:10]([CH3:25])[C:11](=[O:24])[C:12]2[CH:17]=[C:16]([O:18][CH3:19])[C:15]([O:20][CH3:21])=[C:14]([O:22][CH3:23])[CH:13]=2)=[CH:5][C:4]=1[NH:26][C:27](=[O:37])[CH:28](C(OC(C)(C)C)=O)[NH2:29].[ClH:38], predict the reaction product. (6) Given the reactants Cl[C:2]1[CH:7]=[C:6]([C:8]#[N:9])[CH:5]=[CH:4][N:3]=1.[F:10][C:11]1[CH:16]=[CH:15][C:14]([N:17]2[CH2:22][CH2:21][NH:20][CH2:19][CH2:18]2)=[CH:13][CH:12]=1.O, predict the reaction product. The product is: [F:10][C:11]1[CH:12]=[CH:13][C:14]([N:17]2[CH2:22][CH2:21][N:20]([C:2]3[CH:7]=[C:6]([CH:5]=[CH:4][N:3]=3)[C:8]#[N:9])[CH2:19][CH2:18]2)=[CH:15][CH:16]=1. (7) Given the reactants [CH2:1]([C:8]1[CH:9]=[C:10](Br)[C:11]2[O:16][CH2:15][C:14](=[O:17])[NH:13][C:12]=2[CH:18]=1)[C:2]1[CH:7]=[CH:6][CH:5]=[CH:4][CH:3]=1.[C:20]([O-])(=[O:22])[CH3:21].[Tl+].C1(P(C2C=CC=CC=2)CCCP(C2C=CC=CC=2)C2C=CC=CC=2)C=CC=CC=1.C(N(CC)CC)C.C(OCCCC)=C, predict the reaction product. The product is: [C:20]([C:10]1[C:11]2[O:16][CH2:15][C:14](=[O:17])[NH:13][C:12]=2[CH:18]=[C:8]([CH2:1][C:2]2[CH:7]=[CH:6][CH:5]=[CH:4][CH:3]=2)[CH:9]=1)(=[O:22])[CH3:21]. (8) Given the reactants C[O:2][C:3](=O)[CH2:4][C:5](=O)[CH3:6].Br[CH2:10][C:11]([C:13]1[CH:18]=[C:17]([F:19])[CH:16]=[CH:15][C:14]=1[O:20][CH3:21])=O.[F:22][C:23]1[CH:31]=[CH:30][CH:29]=[CH:28][C:24]=1[CH2:25][CH2:26][NH2:27].[N:32]1([NH2:38])[CH2:37][CH2:36][CH2:35][CH2:34][CH2:33]1, predict the reaction product. The product is: [N:32]1([NH:38][C:3]([C:4]2[CH:10]=[C:11]([C:13]3[CH:18]=[C:17]([F:19])[CH:16]=[CH:15][C:14]=3[O:20][CH3:21])[N:27]([CH2:26][CH2:25][C:24]3[CH:28]=[CH:29][CH:30]=[CH:31][C:23]=3[F:22])[C:5]=2[CH3:6])=[O:2])[CH2:37][CH2:36][CH2:35][CH2:34][CH2:33]1. (9) Given the reactants Br[C:2]1[CH:37]=[CH:36][C:5]2[N:6]([C:9]3[S:13][C:12]([C:14]([O:16][CH3:17])=[O:15])=[C:11]([O:18][C@@H:19]([C:21]4[CH:26]=[CH:25][CH:24]=[C:23]([O:27][Si](C(C)(C)C)(C)C)[C:22]=4[Cl:35])[CH3:20])[CH:10]=3)[CH:7]=[N:8][C:4]=2[CH:3]=1.[CH3:38][C:39]1[CH:44]=[C:43](B(O)O)[CH:42]=[CH:41][N:40]=1, predict the reaction product. The product is: [Cl:35][C:22]1[C:23]([OH:27])=[CH:24][CH:25]=[CH:26][C:21]=1[C@H:19]([O:18][C:11]1[CH:10]=[C:9]([N:6]2[C:5]3[CH:36]=[CH:37][C:2]([C:43]4[CH:42]=[CH:41][N:40]=[C:39]([CH3:38])[CH:44]=4)=[CH:3][C:4]=3[N:8]=[CH:7]2)[S:13][C:12]=1[C:14]([O:16][CH3:17])=[O:15])[CH3:20].